This data is from Catalyst prediction with 721,799 reactions and 888 catalyst types from USPTO. The task is: Predict which catalyst facilitates the given reaction. Reactant: [C:1]1([S:7]([NH2:10])(=[O:9])=[O:8])[CH:6]=[CH:5][CH:4]=[CH:3][CH:2]=1.Br[CH2:12][C:13]1[N:14]=[CH:15][S:16][C:17]=1[CH2:18]Br.[H-].[Na+]. Product: [C:1]1([S:7]([N:10]2[CH2:18][C:17]3[S:16][CH:15]=[N:14][C:13]=3[CH2:12]2)(=[O:9])=[O:8])[CH:6]=[CH:5][CH:4]=[CH:3][CH:2]=1. The catalyst class is: 9.